Dataset: Catalyst prediction with 721,799 reactions and 888 catalyst types from USPTO. Task: Predict which catalyst facilitates the given reaction. Reactant: C(OC([NH:8][CH2:9][CH2:10][CH2:11][C:12]1[C:21]([O:22][CH2:23][C:24]#[CH:25])=[CH:20][C:15]([C:16]([O:18]C)=[O:17])=[CH:14][C:13]=1[O:26][CH2:27][C:28]#[CH:29])=O)(C)(C)C.[OH-].[Na+]. Product: [NH2:8][CH2:9][CH2:10][CH2:11][C:12]1[C:13]([O:26][CH2:27][C:28]#[CH:29])=[CH:14][C:15]([C:16]([OH:18])=[O:17])=[CH:20][C:21]=1[O:22][CH2:23][C:24]#[CH:25]. The catalyst class is: 12.